This data is from Full USPTO retrosynthesis dataset with 1.9M reactions from patents (1976-2016). The task is: Predict the reactants needed to synthesize the given product. (1) Given the product [CH:26]1([CH2:25][NH:24][C:20]([C:17]2[S:16][C:15](/[CH:14]=[CH:13]/[C:12]3[C:8]([C:5]4[CH:4]=[CH:3][C:2]([F:1])=[CH:7][N:6]=4)=[N:9][O:10][C:11]=3[CH3:23])=[N:19][CH:18]=2)=[O:22])[CH2:28][CH2:27]1, predict the reactants needed to synthesize it. The reactants are: [F:1][C:2]1[CH:3]=[CH:4][C:5]([C:8]2[C:12](/[CH:13]=[CH:14]/[C:15]3[S:16][C:17]([C:20]([OH:22])=O)=[CH:18][N:19]=3)=[C:11]([CH3:23])[O:10][N:9]=2)=[N:6][CH:7]=1.[NH2:24][CH2:25][CH:26]1[CH2:28][CH2:27]1. (2) Given the product [Cl:1][C:2]1[CH:10]=[C:9]2[C:5]([C:6]([C:11]([O:13][CH3:14])=[O:12])=[CH:7][NH:8]2)=[CH:4][C:3]=1[C:24]1[CH:36]=[CH:35][C:27]([O:28][C@@H:29]2[CH2:33][CH2:32][CH2:31][C@H:30]2[OH:34])=[CH:26][CH:25]=1, predict the reactants needed to synthesize it. The reactants are: [Cl:1][C:2]1[CH:10]=[C:9]2[C:5]([C:6]([C:11]([O:13][CH3:14])=[O:12])=[CH:7][NH:8]2)=[CH:4][C:3]=1B1OCC(C)(C)CO1.Br[C:24]1[CH:36]=[CH:35][C:27]([O:28][C@@H:29]2[CH2:33][CH2:32][CH2:31][C@H:30]2[OH:34])=[CH:26][CH:25]=1.C(=O)([O-])[O-].[K+].[K+].Cl. (3) Given the product [CH3:18][C:19]1[C:20]2[NH:36][C:11]([C:3]3[CH2:4][C:5]4([CH2:10][CH2:9][CH2:8][CH2:7][CH2:6]4)[O:1][N:2]=3)=[N:35][C:21]=2[CH:22]=[C:23]([C:25]2[CH:30]=[CH:29][CH:28]=[CH:27][C:26]=2[C:31]([F:32])([F:33])[F:34])[CH:24]=1, predict the reactants needed to synthesize it. The reactants are: [O:1]1[C:5]2([CH2:10][CH2:9][CH2:8][CH2:7][CH2:6]2)[CH2:4][C:3]([CH:11]=O)=[N:2]1.OS([O-])=O.[Na+].[CH3:18][C:19]1[C:20]([NH2:36])=[C:21]([NH2:35])[CH:22]=[C:23]([C:25]2[CH:30]=[CH:29][CH:28]=[CH:27][C:26]=2[C:31]([F:34])([F:33])[F:32])[CH:24]=1. (4) Given the product [C:1]([O:5][C:6]([N:8]1[CH2:13][CH2:12][CH2:11][CH2:10][CH:9]1[C:14](=[O:16])[N:18]([O:19][CH3:20])[CH3:17])=[O:7])([CH3:2])([CH3:3])[CH3:4], predict the reactants needed to synthesize it. The reactants are: [C:1]([O:5][C:6]([N:8]1[CH2:13][CH2:12][CH2:11][CH2:10][CH:9]1[C:14]([OH:16])=O)=[O:7])([CH3:4])([CH3:3])[CH3:2].[CH3:17][NH:18][O:19][CH3:20].C(N(CC)CC)C.Cl. (5) The reactants are: [OH:1][C:2]1[CH:7]=[CH:6][C:5]([CH2:8][C@H:9]([O:15][CH2:16][CH3:17])[C:10]([O:12][CH2:13][CH3:14])=[O:11])=[CH:4][CH:3]=1.C([O-])([O-])=O.[K+].[K+].[Br:24][CH2:25][CH2:26]Br. Given the product [Br:24][CH2:25][CH2:26][O:1][C:2]1[CH:3]=[CH:4][C:5]([CH2:8][C@H:9]([O:15][CH2:16][CH3:17])[C:10]([O:12][CH2:13][CH3:14])=[O:11])=[CH:6][CH:7]=1, predict the reactants needed to synthesize it. (6) Given the product [ClH:44].[OH:34][C@H:21]([C:22]1[CH:27]=[CH:26][C:25]([OH:28])=[C:24]([NH:29][S:30]([CH3:33])(=[O:32])=[O:31])[CH:23]=1)[CH2:20][NH:19][CH:15]1[CH2:14][C:13]2[CH:35]=[C:9]([O:8][CH2:7][C:6]([OH:36])=[O:5])[CH:10]=[CH:11][C:12]=2[CH2:18][CH2:17][CH2:16]1, predict the reactants needed to synthesize it. The reactants are: C([O:5][C:6](=[O:36])[CH2:7][O:8][C:9]1[CH:10]=[CH:11][C:12]2[CH2:18][CH2:17][CH2:16][CH:15]([NH:19][CH2:20][C@H:21]([OH:34])[C:22]3[CH:27]=[CH:26][C:25]([OH:28])=[C:24]([NH:29][S:30]([CH3:33])(=[O:32])=[O:31])[CH:23]=3)[CH2:14][C:13]=2[CH:35]=1)(C)(C)C.FC(F)(F)C(O)=O.[Cl:44]CCl. (7) Given the product [CH3:1][O:2][C:3]1[C:8]([CH3:9])=[CH:7][C:6]([C:10]2[CH:11]=[C:12]([C:16]([F:19])([F:18])[F:17])[N:13]([CH3:23])[N:14]=2)=[C:5]([CH3:20])[CH:4]=1, predict the reactants needed to synthesize it. The reactants are: [CH3:1][O:2][C:3]1[C:8]([CH3:9])=[CH:7][C:6]([C:10]2[N:14](C)[N:13]=[C:12]([C:16]([F:19])([F:18])[F:17])[CH:11]=2)=[C:5]([CH3:20])[CH:4]=1.Cl.O1CCC[CH2:23]1. (8) The reactants are: F[C:2]1[CH:7]=[CH:6][C:5]([F:8])=[CH:4][C:3]=1[N+:9]([O-:11])=[O:10].[Cl:12][CH2:13][CH2:14][CH2:15][SH:16].[OH-].[K+]. Given the product [Cl:12][CH2:13][CH2:14][CH2:15][S:16][C:2]1[CH:7]=[CH:6][C:5]([F:8])=[CH:4][C:3]=1[N+:9]([O-:11])=[O:10], predict the reactants needed to synthesize it. (9) The reactants are: Br[CH2:2][C:3]1[CH:8]=[CH:7][C:6]([O:9][CH2:10][CH:11]2[CH2:13][CH2:12]2)=[CH:5][C:4]=1[N+:14]([O-:16])=[O:15].CN1CC[O:21]CC1. Given the product [CH:11]1([CH2:10][O:9][C:6]2[CH:7]=[CH:8][C:3]([CH:2]=[O:21])=[C:4]([N+:14]([O-:16])=[O:15])[CH:5]=2)[CH2:13][CH2:12]1, predict the reactants needed to synthesize it. (10) Given the product [C:31]([N:18]1[CH2:19][CH2:20][CH2:21][C@@H:17]1/[CH:16]=[C:15](/[C:12]1[NH:11][C:10](=[O:30])[C:9]([Cl:8])=[CH:14][CH:13]=1)\[C:22]1[CH:27]=[CH:26][C:25]([CH2:28][CH3:29])=[CH:24][CH:23]=1)(=[O:33])[CH3:32], predict the reactants needed to synthesize it. The reactants are: C(N(CC)CC)C.[Cl:8][C:9]1[C:10](=[O:30])[NH:11][C:12]([C:15]([C:22]2[CH:27]=[CH:26][C:25]([CH2:28][CH3:29])=[CH:24][CH:23]=2)=[CH:16][C@H:17]2[CH2:21][CH2:20][CH2:19][NH:18]2)=[CH:13][CH:14]=1.[C:31](Cl)(=[O:33])[CH3:32].O.